Dataset: NCI-60 drug combinations with 297,098 pairs across 59 cell lines. Task: Regression. Given two drug SMILES strings and cell line genomic features, predict the synergy score measuring deviation from expected non-interaction effect. Drug 1: CC(C1=C(C=CC(=C1Cl)F)Cl)OC2=C(N=CC(=C2)C3=CN(N=C3)C4CCNCC4)N. Drug 2: CCC1(CC2CC(C3=C(CCN(C2)C1)C4=CC=CC=C4N3)(C5=C(C=C6C(=C5)C78CCN9C7C(C=CC9)(C(C(C8N6C)(C(=O)OC)O)OC(=O)C)CC)OC)C(=O)OC)O.OS(=O)(=O)O. Cell line: M14. Synergy scores: CSS=46.2, Synergy_ZIP=11.1, Synergy_Bliss=13.9, Synergy_Loewe=-16.1, Synergy_HSA=11.2.